From a dataset of Full USPTO retrosynthesis dataset with 1.9M reactions from patents (1976-2016). Predict the reactants needed to synthesize the given product. (1) Given the product [Cl:1][C:2]1[CH:3]=[C:4]2[C:9](=[CH:10][C:11]=1[NH:26][CH2:22][CH2:23][CH2:24][CH3:25])[O:8][CH:7]([C:13]([F:16])([F:15])[F:14])[C:6]([C:17]([O:19][CH2:20][CH3:21])=[O:18])=[CH:5]2, predict the reactants needed to synthesize it. The reactants are: [Cl:1][C:2]1[CH:3]=[C:4]2[C:9](=[CH:10][C:11]=1F)[O:8][CH:7]([C:13]([F:16])([F:15])[F:14])[C:6]([C:17]([O:19][CH2:20][CH3:21])=[O:18])=[CH:5]2.[CH2:22]([NH2:26])[CH2:23][CH2:24][CH3:25].C([O-])([O-])=O.[K+].[K+]. (2) The reactants are: Cl[C:2]1[C:3]2[CH:10]=[C:9]([N+:11]([O-:13])=[O:12])[S:8][C:4]=2[N:5]=[CH:6][N:7]=1.Cl.[CH3:15][O:16][C:17]1[CH:22]=[CH:21][C:20]([CH:23]([NH2:25])[CH3:24])=[CH:19][CH:18]=1.C(N(CC)CC)C. Given the product [CH3:15][O:16][C:17]1[CH:22]=[CH:21][C:20]([CH:23]([NH:25][C:2]2[C:3]3[CH:10]=[C:9]([N+:11]([O-:13])=[O:12])[S:8][C:4]=3[N:5]=[CH:6][N:7]=2)[CH3:24])=[CH:19][CH:18]=1, predict the reactants needed to synthesize it. (3) Given the product [Br:16][C:9]1[CH:8]=[C:7]([C:5]([OH:6])=[O:4])[CH:15]=[C:14]2[C:10]=1[CH:11]=[CH:12][NH:13]2, predict the reactants needed to synthesize it. The reactants are: [OH-].[Na+].C[O:4][C:5]([C:7]1[CH:15]=[C:14]2[C:10]([CH:11]=[CH:12][NH:13]2)=[C:9]([Br:16])[CH:8]=1)=[O:6].CO. (4) Given the product [Cl:1][C:2]1[CH:3]=[CH:4][C:5]([S:8]([CH:11]2[CH2:13][CH2:12]2)(=[O:10])=[O:9])=[N:6][CH:7]=1, predict the reactants needed to synthesize it. The reactants are: [Cl:1][C:2]1[CH:3]=[CH:4][C:5]([S:8]([CH2:11][CH2:12][CH2:13]Cl)(=[O:10])=[O:9])=[N:6][CH:7]=1.CC(C)([O-])C.[K+].[Cl-].[NH4+]. (5) Given the product [C:45]1([C:41]2[CH:42]=[CH:43][CH:44]=[C:35]([C:29]3[CH:30]=[CH:31][CH:32]=[CH:33][CH:34]=3)[C:36]=2[O:37][P:38]2[O:1][C:2]3[C:7]([O:8][CH3:9])=[CH:6][C:5]([CH3:10])=[CH:4][C:3]=3[C:11]3[C:20]4[C:15]([CH:14]=[CH:13][C:12]=3[O:21]2)=[CH:16][CH:17]=[CH:18][CH:19]=4)[CH:46]=[CH:47][CH:48]=[CH:49][CH:50]=1, predict the reactants needed to synthesize it. The reactants are: [OH:1][C:2]1[C:7]([O:8][CH3:9])=[CH:6][C:5]([CH3:10])=[CH:4][C:3]=1[C:11]1[C:20]2[C:15](=[CH:16][CH:17]=[CH:18][CH:19]=2)[CH:14]=[CH:13][C:12]=1[OH:21].C(N(CC)CC)C.[C:29]1([C:35]2[CH:44]=[CH:43][CH:42]=[C:41]([C:45]3[CH:50]=[CH:49][CH:48]=[CH:47][CH:46]=3)[C:36]=2[O:37][P:38](Cl)Cl)[CH:34]=[CH:33][CH:32]=[CH:31][CH:30]=1.